This data is from Full USPTO retrosynthesis dataset with 1.9M reactions from patents (1976-2016). The task is: Predict the reactants needed to synthesize the given product. (1) The reactants are: [CH3:1][C:2]1[CH:7]=[C:6]([CH3:8])[CH:5]=[C:4]([CH3:9])[C:3]=1[NH:10][CH:11]=O.O=P(Cl)(Cl)Cl.C(N(CC)CC)C. Given the product [CH3:1][C:2]1[CH:7]=[C:6]([CH3:8])[CH:5]=[C:4]([CH3:9])[C:3]=1[N+:10]#[C-:11], predict the reactants needed to synthesize it. (2) Given the product [C:1]([O:5][C:6]([N:8]1[CH2:9][C@@H:10]2[C@H:11]([O:13][CH2:14][C:15]3[N:24]2[N:25]=[N:26][C:16]=3[C:17]2[CH:22]=[CH:21][CH:20]=[CH:19][C:18]=2[F:23])[CH2:12]1)=[O:7])([CH3:4])([CH3:2])[CH3:3], predict the reactants needed to synthesize it. The reactants are: [C:1]([O:5][C:6]([N:8]1[CH2:12][C@@H:11]([O:13][CH2:14][C:15]#[C:16][C:17]2[CH:22]=[CH:21][CH:20]=[CH:19][C:18]=2[F:23])[C@H:10]([N:24]=[N+:25]=[N-:26])[CH2:9]1)=[O:7])([CH3:4])([CH3:3])[CH3:2]. (3) Given the product [C:10]1([S:16][C:17]2[CH:25]=[CH:24][CH:23]=[CH:22][C:18]=2[C:19]([O:9][CH2:8][CH3:27])=[O:20])[CH:15]=[CH:14][CH:13]=[CH:12][CH:11]=1, predict the reactants needed to synthesize it. The reactants are: O=S(Cl)Cl.CN([CH:8]=[O:9])C.[C:10]1([S:16][C:17]2[CH:25]=[CH:24][CH:23]=[CH:22][C:18]=2[C:19](O)=[O:20])[CH:15]=[CH:14][CH:13]=[CH:12][CH:11]=1.O.[CH:27](Cl)(Cl)Cl. (4) Given the product [CH2:1]([O:3][C:4](=[O:15])[C:5]([C:7]1([C:10]([O:12][CH2:13][CH3:14])=[O:11])[CH2:8][CH2:9]1)=[O:6])[CH3:2], predict the reactants needed to synthesize it. The reactants are: [CH2:1]([O:3][C:4](=[O:15])[CH:5]([C:7]1([C:10]([O:12][CH2:13][CH3:14])=[O:11])[CH2:9][CH2:8]1)[OH:6])[CH3:2].